Dataset: Full USPTO retrosynthesis dataset with 1.9M reactions from patents (1976-2016). Task: Predict the reactants needed to synthesize the given product. (1) Given the product [Br:1][C:2]1[C:3]([F:12])=[C:4]2[C:10]([NH:11][C:19]([C:17]3[N:18]=[C:14]([CH3:13])[O:15][CH:16]=3)=[O:20])=[CH:9][NH:8][C:5]2=[N:6][CH:7]=1, predict the reactants needed to synthesize it. The reactants are: [Br:1][C:2]1[C:3]([F:12])=[C:4]2[C:10]([NH2:11])=[CH:9][NH:8][C:5]2=[N:6][CH:7]=1.[CH3:13][C:14]1[O:15][CH:16]=[C:17]([C:19](O)=[O:20])[N:18]=1.C(N(CC)CC)C.C1N(P(Cl)(N2C(=O)OCC2)=O)C(=O)OC1.[Li+].[OH-]. (2) The reactants are: [C:1]1([C:7]([N:9]2[CH2:14][CH2:13][N:12]([C:15]3[CH:20]=[CH:19][C:18]([O:21][CH2:22][CH:23]4[CH2:28][CH2:27][N:26](C(OC(C)(C)C)=O)[CH2:25][CH2:24]4)=[CH:17][CH:16]=3)[CH2:11][CH2:10]2)=[O:8])[CH:6]=[CH:5][CH:4]=[CH:3][CH:2]=1.FC(F)(F)C(O)=O. Given the product [C:1]1([C:7]([N:9]2[CH2:10][CH2:11][N:12]([C:15]3[CH:20]=[CH:19][C:18]([O:21][CH2:22][CH:23]4[CH2:28][CH2:27][NH:26][CH2:25][CH2:24]4)=[CH:17][CH:16]=3)[CH2:13][CH2:14]2)=[O:8])[CH:2]=[CH:3][CH:4]=[CH:5][CH:6]=1, predict the reactants needed to synthesize it. (3) Given the product [C:1]([O:5][C:6]([N:8]1[CH2:12][C@@H:11]([N:13]([CH2:14][C:15]2[CH:20]=[CH:19][C:18]([C:21]#[N:22])=[CH:17][CH:16]=2)[CH3:34])[CH2:10][C@H:9]1[C:23]([N:25]1[CH2:29][CH2:28][CH2:27][C@H:26]1[C:30]#[N:31])=[O:24])=[O:7])([CH3:4])([CH3:2])[CH3:3], predict the reactants needed to synthesize it. The reactants are: [C:1]([O:5][C:6]([N:8]1[CH2:12][C@@H:11]([NH:13][CH2:14][C:15]2[CH:20]=[CH:19][C:18]([C:21]#[N:22])=[CH:17][CH:16]=2)[CH2:10][C@H:9]1[C:23]([N:25]1[CH2:29][CH2:28][CH2:27][C@H:26]1[C:30]#[N:31])=[O:24])=[O:7])([CH3:4])([CH3:3])[CH3:2].Cl.Cl.[C:34]([C@@H]1CCCN1C([C@@H]1C[C@H](NCC2C=CC(C#N)=CC=2)CN1)=O)#N.C=O.C([BH3-])#N.[Na+]. (4) The reactants are: [N+](C1C=CC(O[C:9]([O:11][CH:12]2[CH2:17][CH2:16][N:15]([C:18]([O:20][C:21]([CH3:24])([CH3:23])[CH3:22])=[O:19])[CH2:14][CH2:13]2)=[O:10])=CC=1)([O-])=O.Cl.[CH3:28][N:29]1[CH2:34][CH2:33][N:32]([C:35]2[CH:40]=[C:39]([C:41]3[CH:50]=[C:49]4[C:44]([CH2:45][CH2:46][NH:47][CH2:48]4)=[CH:43][CH:42]=3)[N:38]=[C:37]([NH2:51])[N:36]=2)[CH2:31][CH2:30]1.C(N(CC)CC)C. Given the product [NH2:51][C:37]1[N:38]=[C:39]([C:41]2[CH:50]=[C:49]3[C:44]([CH2:45][CH2:46][N:47]([C:9]([O:11][CH:12]4[CH2:13][CH2:14][N:15]([C:18]([O:20][C:21]([CH3:22])([CH3:23])[CH3:24])=[O:19])[CH2:16][CH2:17]4)=[O:10])[CH2:48]3)=[CH:43][CH:42]=2)[CH:40]=[C:35]([N:32]2[CH2:31][CH2:30][N:29]([CH3:28])[CH2:34][CH2:33]2)[N:36]=1, predict the reactants needed to synthesize it. (5) Given the product [CH:13]1([N:16]2[C:17]([C:18]3[CH:23]=[CH:22][C:21]([N+:24]([O-:26])=[O:25])=[C:20]([CH3:27])[CH:19]=3)=[N:31][N:30]=[N:29]2)[CH2:15][CH2:14]1, predict the reactants needed to synthesize it. The reactants are: P(Cl)(Cl)(Cl)(Cl)Cl.O1CCOCC1.[CH:13]1([NH:16][C:17](=O)[C:18]2[CH:23]=[CH:22][C:21]([N+:24]([O-:26])=[O:25])=[C:20]([CH3:27])[CH:19]=2)[CH2:15][CH2:14]1.[N-:29]=[N+:30]=[N-:31].[Na+].